This data is from Forward reaction prediction with 1.9M reactions from USPTO patents (1976-2016). The task is: Predict the product of the given reaction. (1) Given the reactants [C:1]1([C:7]2[N:12]=[C:11]3[CH2:13][CH2:14][CH2:15][NH:16][C:10]3=[N:9][C:8]=2[C:17]2[CH:22]=[CH:21][CH:20]=[CH:19][CH:18]=2)[CH:6]=[CH:5][CH:4]=[CH:3][CH:2]=1.[C:23](O[C:23]([O:25][C:26]([CH3:29])([CH3:28])[CH3:27])=[O:24])([O:25][C:26]([CH3:29])([CH3:28])[CH3:27])=[O:24].O, predict the reaction product. The product is: [C:1]1([C:7]2[N:12]=[C:11]3[CH2:13][CH2:14][CH2:15][N:16]([C:23]([O:25][C:26]([CH3:29])([CH3:28])[CH3:27])=[O:24])[C:10]3=[N:9][C:8]=2[C:17]2[CH:18]=[CH:19][CH:20]=[CH:21][CH:22]=2)[CH:2]=[CH:3][CH:4]=[CH:5][CH:6]=1. (2) Given the reactants [CH2:1]([C:4]1([S:7]([N:10]2[C:21]3[C:13](=[C:14]([CH3:23])[C:15](=[O:22])[N:16]4[C:20]=3[CH2:19][CH2:18][CH2:17]4)[N:12]([C:24]3[CH:29]=[CH:28][C:27]([Br:30])=[CH:26][C:25]=3[F:31])C2=O)(=[O:9])=[O:8])[CH2:6][CH2:5]1)[CH:2]=[CH2:3], predict the reaction product. The product is: [Br:30][C:27]1[CH:28]=[CH:29][C:24]([NH:12][C:13]2[C:21]([NH:10][S:7]([C:4]3([CH2:1][CH:2]=[CH2:3])[CH2:6][CH2:5]3)(=[O:8])=[O:9])=[C:20]3[N:16]([CH2:17][CH2:18][CH2:19]3)[C:15](=[O:22])[C:14]=2[CH3:23])=[C:25]([F:31])[CH:26]=1.